From a dataset of Full USPTO retrosynthesis dataset with 1.9M reactions from patents (1976-2016). Predict the reactants needed to synthesize the given product. Given the product [CH3:4][C:2]([O:5][C:6](=[O:11])[NH:7][CH2:8][CH2:9][CH2:10][C:30]1[CH:39]=[CH:38][C:37]2[C:32](=[CH:33][CH:34]=[C:35]([Cl:50])[C:36]=2[NH:40][C:41](=[O:49])[CH2:42][CH:43]2[CH2:48][CH2:47][CH2:46][CH2:45][CH2:44]2)[N:31]=1)([CH3:1])[CH3:3], predict the reactants needed to synthesize it. The reactants are: [CH3:1][C:2]([O:5][C:6](=[O:11])[NH:7][CH2:8][CH:9]=[CH2:10])([CH3:4])[CH3:3].C12BC(CCC1)CCC2.P([O-])([O-])([O-])=O.[K+].[K+].[K+].Cl[C:30]1[CH:39]=[CH:38][C:37]2[C:32](=[CH:33][CH:34]=[C:35]([Cl:50])[C:36]=2[NH:40][C:41](=[O:49])[CH2:42][CH:43]2[CH2:48][CH2:47][CH2:46][CH2:45][CH2:44]2)[N:31]=1.